This data is from Forward reaction prediction with 1.9M reactions from USPTO patents (1976-2016). The task is: Predict the product of the given reaction. (1) Given the reactants C[O:2][C:3](=[O:13])[CH:4]=[CH:5][CH2:6][CH2:7][CH:8]=[CH:9][CH:10]=[CH:11][CH3:12].[OH-].[K+].Cl, predict the reaction product. The product is: [C:3]([OH:13])(=[O:2])[CH:4]=[CH:5][CH2:6][CH2:7][CH:8]=[CH:9][CH:10]=[CH:11][CH3:12]. (2) Given the reactants [CH:1]1([CH2:4][O:5][C:6]2[CH:7]=[CH:8][C:9]3[O:13][C:12]([CH:14]([NH:18][C:19]4[CH:20]=[CH:21][C:22](C(O)=O)=[N:23][CH:24]=4)[CH:15]([CH3:17])[CH3:16])=[C:11]([CH3:28])[C:10]=3[CH:29]=2)[CH2:3][CH2:2]1.CNC[CH2:33][C:34]([O:36][CH2:37][CH3:38])=[O:35].O.ON1C2C=CC=CC=2N=N1.Cl.C(N=C=NCCCN(C)C)C.[Cl-].[NH4+].[CH3:64][N:65]([CH3:68])[CH:66]=[O:67], predict the reaction product. The product is: [CH:1]1([CH2:4][O:5][C:6]2[CH:7]=[CH:8][C:9]3[O:13][C:12]([CH:14]([NH:18][C:19]4[CH:20]=[CH:21][C:22]([C:66]([N:65]([CH3:68])[CH2:64][CH2:33][C:34]([O:36][CH2:37][CH3:38])=[O:35])=[O:67])=[N:23][CH:24]=4)[CH:15]([CH3:17])[CH3:16])=[C:11]([CH3:28])[C:10]=3[CH:29]=2)[CH2:3][CH2:2]1.